This data is from Peptide-MHC class I binding affinity with 185,985 pairs from IEDB/IMGT. The task is: Regression. Given a peptide amino acid sequence and an MHC pseudo amino acid sequence, predict their binding affinity value. This is MHC class I binding data. (1) The peptide sequence is GFAAPQFSL. The MHC is HLA-A02:03 with pseudo-sequence HLA-A02:03. The binding affinity (normalized) is 0.207. (2) The peptide sequence is RDYVDRFYKTL. The MHC is HLA-A68:01 with pseudo-sequence HLA-A68:01. The binding affinity (normalized) is 0. (3) The peptide sequence is KDTWLDARM. The MHC is HLA-A68:01 with pseudo-sequence HLA-A68:01. The binding affinity (normalized) is 0. (4) The peptide sequence is YEERLNEQLL. The MHC is HLA-B44:02 with pseudo-sequence HLA-B44:02. The binding affinity (normalized) is 0.149. (5) The peptide sequence is FMNKHILSY. The binding affinity (normalized) is 0.952. The MHC is HLA-B15:01 with pseudo-sequence HLA-B15:01. (6) The peptide sequence is TPRIANRLL. The MHC is HLA-A01:01 with pseudo-sequence HLA-A01:01. The binding affinity (normalized) is 0.0847. (7) The peptide sequence is QLLDVKLAL. The MHC is HLA-A02:03 with pseudo-sequence HLA-A02:03. The binding affinity (normalized) is 0.476.